Dataset: Forward reaction prediction with 1.9M reactions from USPTO patents (1976-2016). Task: Predict the product of the given reaction. (1) The product is: [CH2:35]([C:11]1[C:10]([CH2:9][NH:8][C:6](=[O:7])[O:5][C:1]([CH3:2])([CH3:4])[CH3:3])=[C:19]([C:20]2[CH:25]=[CH:24][C:23]([CH3:26])=[CH:22][CH:21]=2)[C:18]2[C:13](=[CH:14][CH:15]=[C:16]([C:27]3[S:28][CH:29]=[C:30]([C:32]([N:41]([O:42][CH3:43])[CH3:40])=[O:34])[N:31]=3)[CH:17]=2)[N:12]=1)[CH:36]([CH3:37])[CH3:38]. Given the reactants [C:1]([O:5][C:6]([NH:8][CH2:9][C:10]1[C:11]([CH2:35][CH:36]([CH3:38])[CH3:37])=[N:12][C:13]2[C:18]([C:19]=1[C:20]1[CH:25]=[CH:24][C:23]([CH3:26])=[CH:22][CH:21]=1)=[CH:17][C:16]([C:27]1[S:28][CH:29]=[C:30]([C:32]([OH:34])=O)[N:31]=1)=[CH:15][CH:14]=2)=[O:7])([CH3:4])([CH3:3])[CH3:2].Cl.[CH3:40][NH:41][O:42][CH3:43].Cl.C(N=C=NCCCN(C)C)C.ON1C2C=CC=CC=2N=N1.C(N(CC)CC)C, predict the reaction product. (2) Given the reactants [CH2:1]([O:8][C:9]([N:11]1[CH2:16][CH:15]([O:17][Si](C(C)C)(C(C)C)C(C)C)[CH:14]([C:28]2[CH:33]=[CH:32][C:31]([CH:34]([O:38][C:39](=[O:43])[CH2:40][O:41][CH3:42])[CH:35]([CH3:37])[CH3:36])=[CH:30][CH:29]=2)[CH:13]([O:44][CH2:45][C:46]2[CH:47]=[CH:48][C:49]3[O:54][CH2:53][CH2:52][N:51]([CH2:55][CH2:56][CH2:57][O:58][CH3:59])[C:50]=3[CH:60]=2)[CH2:12]1)=[O:10])[C:2]1[CH:7]=[CH:6][CH:5]=[CH:4][CH:3]=1.[F-].C([N+](CCCC)(CCCC)CCCC)CCC, predict the reaction product. The product is: [CH2:1]([O:8][C:9]([N:11]1[CH2:12][CH:13]([O:44][CH2:45][C:46]2[CH:47]=[CH:48][C:49]3[O:54][CH2:53][CH2:52][N:51]([CH2:55][CH2:56][CH2:57][O:58][CH3:59])[C:50]=3[CH:60]=2)[CH:14]([C:28]2[CH:33]=[CH:32][C:31]([CH:34]([O:38][C:39](=[O:43])[CH2:40][O:41][CH3:42])[CH:35]([CH3:36])[CH3:37])=[CH:30][CH:29]=2)[CH:15]([OH:17])[CH2:16]1)=[O:10])[C:2]1[CH:7]=[CH:6][CH:5]=[CH:4][CH:3]=1. (3) Given the reactants [CH2:1]([S:8][CH:9]([CH2:19][N:20]1[CH2:25][CH2:24][S:23][CH2:22][CH2:21]1)[CH2:10][NH:11]C(=O)OC(C)(C)C)[C:2]1[CH:7]=[CH:6][CH:5]=[CH:4][CH:3]=1.C(OCC)(=O)C.C(OCC)(=O)C.Cl, predict the reaction product. The product is: [CH2:1]([S:8][CH:9]([CH2:19][N:20]1[CH2:21][CH2:22][S:23][CH2:24][CH2:25]1)[CH2:10][NH2:11])[C:2]1[CH:7]=[CH:6][CH:5]=[CH:4][CH:3]=1. (4) Given the reactants [F:1][C:2]1[CH:9]=[C:8]([C:10]#[C:11][Si](C)(C)C)[CH:7]=[CH:6][C:3]=1[CH:4]=[O:5].C([O-])([O-])=O.[K+].[K+], predict the reaction product. The product is: [C:10]([C:8]1[CH:7]=[CH:6][C:3]([CH:4]=[O:5])=[C:2]([F:1])[CH:9]=1)#[CH:11]. (5) Given the reactants [Cl:1][C:2]1[C:3]([NH:18]C(=O)C(C)(C)C)=[N:4][C:5]([NH:13][C:14](=[O:17])[CH2:15]Cl)=[C:6]([CH:12]=1)[C:7]([O:9][CH2:10][CH3:11])=[O:8], predict the reaction product. The product is: [NH2:18][C:3]1[N:4]2[CH2:15][C:14](=[O:17])[N:13]=[C:5]2[C:6]([C:7]([O:9][CH2:10][CH3:11])=[O:8])=[CH:12][C:2]=1[Cl:1]. (6) Given the reactants C([O:4][CH:5]([CH2:122][O:123]C(=O)C)[CH2:6][NH:7][C:8]([C:10]1[C:11]([I:121])=[C:12]([NH:32][C:33]([CH:35]2[CH2:40][CH:39]([C:41]([NH:43][C:44]3[C:49]([I:50])=[C:48]([C:51](=[O:64])[NH:52][CH2:53][CH:54]([O:60]C(=O)C)[CH2:55][O:56]C(=O)C)[C:47]([I:65])=[C:46]([C:66](=[O:79])[NH:67][CH2:68][CH:69]([O:75]C(=O)C)[CH2:70][O:71]C(=O)C)[C:45]=3[I:80])=[O:42])[CH2:38][CH:37]([C:81]([NH:83][C:84]3[C:89]([I:90])=[C:88]([C:91](=[O:104])[NH:92][CH2:93][CH:94]([O:100]C(=O)C)[CH2:95][O:96]C(=O)C)[C:87]([I:105])=[C:86]([C:106](=[O:119])[NH:107][CH2:108][CH:109]([O:115]C(=O)C)[CH2:110][O:111]C(=O)C)[C:85]=3[I:120])=[O:82])[CH2:36]2)=[O:34])[C:13]([I:31])=[C:14]([C:17](=[O:30])[NH:18][CH2:19][CH:20]([O:26]C(=O)C)[CH2:21][O:22]C(=O)C)[C:15]=1[I:16])=[O:9])(=O)C.N, predict the reaction product. The product is: [OH:26][CH:20]([CH2:21][OH:22])[CH2:19][NH:18][C:17]([C:14]1[C:13]([I:31])=[C:12]([NH:32][C:33]([CH:35]2[CH2:36][CH:37]([C:81]([NH:83][C:84]3[C:89]([I:90])=[C:88]([C:91](=[O:104])[NH:92][CH2:93][CH:94]([OH:100])[CH2:95][OH:96])[C:87]([I:105])=[C:86]([C:106](=[O:119])[NH:107][CH2:108][CH:109]([OH:115])[CH2:110][OH:111])[C:85]=3[I:120])=[O:82])[CH2:38][CH:39]([C:41]([NH:43][C:44]3[C:45]([I:80])=[C:46]([C:66](=[O:79])[NH:67][CH2:68][CH:69]([OH:75])[CH2:70][OH:71])[C:47]([I:65])=[C:48]([C:51](=[O:64])[NH:52][CH2:53][CH:54]([OH:60])[CH2:55][OH:56])[C:49]=3[I:50])=[O:42])[CH2:40]2)=[O:34])[C:11]([I:121])=[C:10]([C:8](=[O:9])[NH:7][CH2:6][CH:5]([OH:4])[CH2:122][OH:123])[C:15]=1[I:16])=[O:30].